Dataset: Reaction yield outcomes from USPTO patents with 853,638 reactions. Task: Predict the reaction yield, written as a fraction of the theoretical maximum amount of product (1.0 means a 100% yield; for example, 0.34 means a 34% yield). (1) The reactants are [N+]([C:4]1[S:8][C:7]([C:9]#[N:10])=[CH:6][CH:5]=1)([O-])=O.[CH:11]1[C:16]([OH:17])=[CH:15][CH:14]=[C:13]([CH3:18])[CH:12]=1.C(=O)([O-])[O-].[K+].[K+]. The catalyst is CS(C)=O. The product is [C:13]1([CH3:18])[CH:12]=[CH:11][C:16]([O:17][C:4]2[S:8][C:7]([C:9]#[N:10])=[CH:6][CH:5]=2)=[CH:15][CH:14]=1. The yield is 0.789. (2) The reactants are [CH3:1][O:2][C:3]([C:5]1[C:13]([CH3:14])=[C:12]2[C:8]([C:9]3[CH:18]=[C:17]([CH3:19])[CH:16]=[N:15][C:10]=3[NH:11]2)=[CH:7][CH:6]=1)=[O:4].[C:20](OC(=O)C)(=[O:22])[CH3:21]. The catalyst is O. The product is [C:20]([N:11]1[C:12]2[C:8](=[CH:7][CH:6]=[C:5]([C:3]([O:2][CH3:1])=[O:4])[C:13]=2[CH3:14])[C:9]2[CH:18]=[C:17]([CH3:19])[CH:16]=[N:15][C:10]1=2)(=[O:22])[CH3:21]. The yield is 0.648. (3) The reactants are [F:1][C:2]([F:15])([F:14])[S:3]([O:6]S(C(F)(F)F)(=O)=O)(=[O:5])=[O:4].[C:16](=O)(OC)OC. No catalyst specified. The product is [F:1][C:2]([F:15])([F:14])[S:3]([O:6][CH3:16])(=[O:5])=[O:4]. The yield is 0.991. (4) The reactants are [H-].[Na+].[C:3]([O:7][C:8]([N:10]1[CH2:14][CH2:13][C@H:12]([OH:15])[CH2:11]1)=[O:9])([CH3:6])([CH3:5])[CH3:4].[Br:16][C:17]1[CH:24]=[CH:23][CH:22]=[CH:21][C:18]=1[CH2:19]Br. The catalyst is O1CCCC1. The product is [C:3]([O:7][C:8]([N:10]1[CH2:14][CH2:13][C@H:12]([O:15][CH2:19][C:18]2[CH:21]=[CH:22][CH:23]=[CH:24][C:17]=2[Br:16])[CH2:11]1)=[O:9])([CH3:6])([CH3:4])[CH3:5]. The yield is 0.970. (5) The product is [Br:1][CH2:2][C:3]1[CH:12]=[CH:11][C:6]([CH2:7][OH:8])=[CH:5][CH:4]=1. The reactants are [Br:1][CH2:2][C:3]1[CH:12]=[CH:11][C:6]([C:7](OC)=[O:8])=[CH:5][CH:4]=1.CC(C[AlH]CC(C)C)C. The yield is 1.00. The catalyst is C(Cl)Cl. (6) The reactants are [N:1]1[CH:6]=[CH:5][C:4]([NH:7][C:8](=[O:15])OCC(Cl)(Cl)Cl)=[CH:3][N:2]=1.[C:16]1([C:22]2[N:26]=[C:25]([N:27]3[CH2:32][CH2:31][NH:30][CH2:29][CH2:28]3)[S:24][N:23]=2)[CH:21]=[CH:20][CH:19]=[CH:18][CH:17]=1.C(N(C(C)C)CC)(C)C.CS(C)=O. The catalyst is O. The product is [C:16]1([C:22]2[N:26]=[C:25]([N:27]3[CH2:32][CH2:31][N:30]([C:8]([NH:7][C:4]4[CH:5]=[CH:6][N:1]=[N:2][CH:3]=4)=[O:15])[CH2:29][CH2:28]3)[S:24][N:23]=2)[CH:17]=[CH:18][CH:19]=[CH:20][CH:21]=1. The yield is 0.404. (7) The reactants are [O:1]1CCO[CH:2]1[C:6]1[C:7]([F:32])=[C:8]([CH:20]=[CH:21][C:22]=1[B:23]1[O:27][C:26]([CH3:29])([CH3:28])[C:25]([CH3:31])([CH3:30])[O:24]1)[O:9][C:10]1[CH:17]=[CH:16][C:13]([C:14]#[N:15])=[C:12]([O:18][CH3:19])[N:11]=1.Cl.O. The catalyst is O1CCCC1. The product is [F:32][C:7]1[C:6]([CH:2]=[O:1])=[C:22]([B:23]2[O:27][C:26]([CH3:29])([CH3:28])[C:25]([CH3:31])([CH3:30])[O:24]2)[CH:21]=[CH:20][C:8]=1[O:9][C:10]1[CH:17]=[CH:16][C:13]([C:14]#[N:15])=[C:12]([O:18][CH3:19])[N:11]=1. The yield is 0.740.